Dataset: Reaction yield outcomes from USPTO patents with 853,638 reactions. Task: Predict the reaction yield, written as a fraction of the theoretical maximum amount of product (1.0 means a 100% yield; for example, 0.34 means a 34% yield). (1) The reactants are [F:1][C:2]1[CH:14]=[C:13]([N+:15]([O-])=O)[CH:12]=[CH:11][C:3]=1[CH2:4][N:5]1[CH2:10][CH2:9][O:8][CH2:7][CH2:6]1.C(O)C.O.NN. The catalyst is C1COCC1.[Ni]. The product is [F:1][C:2]1[CH:14]=[C:13]([NH2:15])[CH:12]=[CH:11][C:3]=1[CH2:4][N:5]1[CH2:10][CH2:9][O:8][CH2:7][CH2:6]1. The yield is 0.990. (2) The reactants are [Na].[CH:2]([O:5][C:6]1[CH:11]=[CH:10][C:9]([N:12]2[C:17](=[O:18])[C:16]([CH2:19][C:20]3[CH:25]=[CH:24][C:23]([C:26]4[CH:31]=[CH:30][CH:29]=[CH:28][C:27]=4[C:32]4[NH:36][C:35](=[O:37])[O:34][N:33]=4)=[CH:22][CH:21]=3)=[C:15]([CH2:38][CH2:39][CH3:40])[N:14]=[C:13]2[CH3:41])=[CH:8][CH:7]=1)([CH3:4])[CH3:3].[Cl-].[Ca+2].[Cl-]. The catalyst is O. The product is [CH:2]([O:5][C:6]1[CH:11]=[CH:10][C:9]([N:12]2[C:17](=[O:18])[C:16]([CH2:19][C:20]3[CH:25]=[CH:24][C:23]([C:26]4[CH:31]=[CH:30][CH:29]=[CH:28][C:27]=4[C:32]4[NH:36][C:35](=[O:37])[O:34][N:33]=4)=[CH:22][CH:21]=3)=[C:15]([CH2:38][CH2:39][CH3:40])[N:14]=[C:13]2[CH3:41])=[CH:8][CH:7]=1)([CH3:4])[CH3:3]. The yield is 0.710. (3) The reactants are [CH2:1]([O:8][C:9]1[CH:10]=[CH:11][C:12]2[CH2:13][C@H:14]3[N:26]([CH2:27][CH:28]4[CH2:30][CH2:29]4)[CH2:25][CH2:24][C@:20]45[C:21]=2[C:22]=1[O:23][C@H:19]4[C@@H:18]([N:31]1[CH2:35][CH2:34][CH2:33][C:32]1=[O:36])[CH2:17][CH2:16][C@@:15]35[OH:37])[C:2]1[CH:7]=[CH:6][CH:5]=[CH:4][CH:3]=1.[F:38][C:39]1[CH:46]=[CH:45][C:42]([CH2:43]Br)=[CH:41][CH:40]=1. No catalyst specified. The product is [CH2:1]([O:8][C:9]1[CH:10]=[CH:11][C:12]2[CH2:13][C@H:14]3[N:26]([CH2:27][CH:28]4[CH2:29][CH2:30]4)[CH2:25][CH2:24][C@:20]45[C:21]=2[C:22]=1[O:23][C@H:19]4[C@@H:18]([N:31]1[CH2:35][CH2:34][CH:33]([CH2:43][C:42]2[CH:45]=[CH:46][C:39]([F:38])=[CH:40][CH:41]=2)[C:32]1=[O:36])[CH2:17][CH2:16][C@@:15]35[OH:37])[C:2]1[CH:3]=[CH:4][CH:5]=[CH:6][CH:7]=1. The yield is 0.670. (4) The product is [NH2:10][C:7]1[N:8]([C:13]2[CH:12]=[CH:17][CH:16]=[CH:15][C:14]=2[OH:18])[N:9]=[C:5]([C:1]([CH3:4])([CH3:3])[CH3:2])[CH:6]=1. The catalyst is C1(C)C=CC=CC=1.[Cu]I. The reactants are [C:1]([C:5]1[CH:6]=[C:7]([NH2:10])[NH:8][N:9]=1)([CH3:4])([CH3:3])[CH3:2].I[C:12]1[CH:13]=[C:14]([OH:18])[CH:15]=[CH:16][CH:17]=1.CN[C@H]1CCCC[C@@H]1NC.C(=O)([O-])[O-].[K+].[K+]. The yield is 0.860. (5) The reactants are [Cl:1][C:2]1[CH:3]=[CH:4][C:5]([C:11]2[CH:12]=[C:13]3[C:18](=[CH:19][CH:20]=2)[N:17]=[CH:16][CH:15]=[CH:14]3)=[C:6]([CH:10]=1)C(O)=O.C1C=CC(P([N:35]=[N+]=[N-])(C2C=CC=CC=2)=O)=CC=1.[Cl:38][C:39]([Cl:43])([Cl:42])[CH2:40][OH:41].[O:44]1[CH2:49]COCC1. The catalyst is [Cl-].[Na+].O. The product is [Cl:1][C:2]1[CH:3]=[CH:4][C:5]([C:11]2[CH:12]=[C:13]3[C:18](=[CH:19][CH:20]=2)[N:17]=[CH:16][CH:15]=[CH:14]3)=[C:6]([NH:35][C:49](=[O:44])[O:41][CH2:40][C:39]([Cl:43])([Cl:42])[Cl:38])[CH:10]=1. The yield is 0.820.